Dataset: Reaction yield outcomes from USPTO patents with 853,638 reactions. Task: Predict the reaction yield, written as a fraction of the theoretical maximum amount of product (1.0 means a 100% yield; for example, 0.34 means a 34% yield). (1) The reactants are [F:1][C:2]1[CH:10]=[C:9]2[C:5]([C:6]([C:20]3[CH:42]=[CH:41][C:23]4[N:24]=[C:25]([CH2:27][CH:28]5[CH2:33][CH2:32][N:31](C(OC(C)(C)C)=O)[CH2:30][CH2:29]5)[O:26][C:22]=4[CH:21]=3)=[CH:7][N:8]2[S:11]([C:14]2[CH:19]=[CH:18][CH:17]=[CH:16][CH:15]=2)(=[O:13])=[O:12])=[CH:4][CH:3]=1.CC(=O)OCC.Cl. The catalyst is CC(=O)OCC. The product is [F:1][C:2]1[CH:10]=[C:9]2[C:5]([C:6]([C:20]3[CH:42]=[CH:41][C:23]4[N:24]=[C:25]([CH2:27][CH:28]5[CH2:29][CH2:30][NH:31][CH2:32][CH2:33]5)[O:26][C:22]=4[CH:21]=3)=[CH:7][N:8]2[S:11]([C:14]2[CH:19]=[CH:18][CH:17]=[CH:16][CH:15]=2)(=[O:13])=[O:12])=[CH:4][CH:3]=1. The yield is 1.00. (2) The reactants are [S:1]1[CH:5]=[C:4]([CH:6](O)[CH2:7][CH2:8][N:9]([CH3:11])[CH3:10])[C:3]2[CH:13]=[CH:14][CH:15]=[CH:16][C:2]1=2.C([SiH](CC)CC)C. The product is [CH3:11][N:9]([CH3:10])[CH2:8][CH2:7][CH2:6][C:4]1[C:3]2[CH:13]=[CH:14][CH:15]=[CH:16][C:2]=2[S:1][CH:5]=1. The yield is 0.810. The catalyst is FC(F)(F)C(O)=O.[OH-].[Na+]. (3) The reactants are [CH3:1][N:2]1[CH2:7][CH2:6][N:5]([C:8]2[CH:14]=[CH:13][C:11]([NH2:12])=[CH:10][CH:9]=2)[CH2:4][CH2:3]1.C(O[CH:18]=[C:19]([C:25]([O:27][CH2:28][CH3:29])=[O:26])[C:20]([O:22][CH2:23][CH3:24])=[O:21])C. The catalyst is CC#N. The product is [CH3:1][N:2]1[CH2:3][CH2:4][N:5]([C:8]2[CH:14]=[CH:13][C:11]([NH:12][CH:18]=[C:19]([C:20]([O:22][CH2:23][CH3:24])=[O:21])[C:25]([O:27][CH2:28][CH3:29])=[O:26])=[CH:10][CH:9]=2)[CH2:6][CH2:7]1. The yield is 0.880. (4) The reactants are [Cl:1][C:2]1[C:7]([N+:8]([O-:10])=[O:9])=[CH:6][CH:5]=[C:4]([Cl:11])[C:3]=1[S:12](Cl)(=[O:14])=[O:13].[C:16]([NH2:20])([CH3:19])([CH3:18])[CH3:17].C(N(CC)CC)C. No catalyst specified. The product is [C:16]([NH:20][S:12]([C:3]1[C:4]([Cl:11])=[CH:5][CH:6]=[C:7]([N+:8]([O-:10])=[O:9])[C:2]=1[Cl:1])(=[O:14])=[O:13])([CH3:19])([CH3:18])[CH3:17]. The yield is 0.750. (5) The reactants are [CH:1]([C:4]1[CH:9]=[CH:8][CH:7]=[CH:6][N+:5]=1[O-])([CH3:3])[CH3:2].[C:11]([Si](C)(C)C)#[N:12].C(N(CC)C(Cl)=O)C.C(=O)([O-])[O-].[K+].[K+]. The catalyst is ClCCCl. The product is [C:11]([C:6]1[CH:7]=[CH:8][CH:9]=[C:4]([CH:1]([CH3:3])[CH3:2])[N:5]=1)#[N:12]. The yield is 0.740. (6) The reactants are [CH3:1][O:2][C:3]1[CH:4]=[C:5]([NH:17][C:18]2[C:27]3[C:22](=[CH:23][CH:24]=[CH:25][C:26]=3[O:28][C@H:29]([CH3:34])[C:30]([O:32]C)=O)[N:21]=[CH:20][N:19]=2)[CH:6]=[CH:7][C:8]=1[O:9][C:10]1[CH:11]=[N:12][C:13]([CH3:16])=[CH:14][CH:15]=1.[CH3:35][NH:36][CH2:37]CO.[CH3:40][OH:41]. No catalyst specified. The product is [OH:41][CH2:40][CH2:35][N:36]([CH3:37])[C:30](=[O:32])[C@H:29]([O:28][C:26]1[CH:25]=[CH:24][CH:23]=[C:22]2[C:27]=1[C:18]([NH:17][C:5]1[CH:6]=[CH:7][C:8]([O:9][C:10]3[CH:11]=[N:12][C:13]([CH3:16])=[CH:14][CH:15]=3)=[C:3]([O:2][CH3:1])[CH:4]=1)=[N:19][CH:20]=[N:21]2)[CH3:34]. The yield is 0.450. (7) The reactants are [C:1]([CH2:4][CH:5]1[C:9]2[C:10]([C:16]([NH:18][C:19]3[C:24]([Cl:25])=[CH:23][N:22]=[CH:21][C:20]=3[Cl:26])=[O:17])=[CH:11][CH:12]=[C:13]([O:14][CH3:15])[C:8]=2[O:7][CH2:6]1)([OH:3])=O.[N:27]1[CH:32]=[CH:31][CH:30]=[C:29]([CH2:33][NH2:34])[CH:28]=1. No catalyst specified. The product is [Cl:25][C:24]1[CH:23]=[N:22][CH:21]=[C:20]([Cl:26])[C:19]=1[NH:18][C:16]([C:10]1[C:9]2[CH:5]([CH2:4][C:1]([NH:34][CH2:33][C:29]3[CH:28]=[N:27][CH:32]=[CH:31][CH:30]=3)=[O:3])[CH2:6][O:7][C:8]=2[C:13]([O:14][CH3:15])=[CH:12][CH:11]=1)=[O:17]. The yield is 0.190.